This data is from Peptide-MHC class II binding affinity with 134,281 pairs from IEDB. The task is: Regression. Given a peptide amino acid sequence and an MHC pseudo amino acid sequence, predict their binding affinity value. This is MHC class II binding data. The peptide sequence is KLVLDIKYTRPGDSL. The MHC is DRB1_1201 with pseudo-sequence DRB1_1201. The binding affinity (normalized) is 0.237.